From a dataset of Reaction yield outcomes from USPTO patents with 853,638 reactions. Predict the reaction yield, written as a fraction of the theoretical maximum amount of product (1.0 means a 100% yield; for example, 0.34 means a 34% yield). (1) The reactants are [NH:1]1[C:10]2[C:5](=[CH:6][CH:7]=[CH:8][CH:9]=2)[CH2:4][CH2:3][C:2]1=[O:11].C1C(=O)N([Br:19])C(=O)C1.O. The catalyst is CN(C=O)C. The product is [Br:19][C:7]1[CH:6]=[C:5]2[C:10](=[CH:9][CH:8]=1)[NH:1][C:2](=[O:11])[CH2:3][CH2:4]2. The yield is 0.620. (2) The reactants are Cl.C(N=C=N[CH2:7][CH2:8][CH2:9][N:10]([CH3:12])C)C.[CH2:13]([N:15]([CH2:18]C)CC)[CH3:14].[CH:20]([C:22]1[NH:26][C:25]([CH3:27])=[C:24]([C:28]([OH:30])=O)[C:23]=1[CH3:31])=[O:21].O[N:33]1[C:37]2C=CC=CC=2N=N1.[OH2:42]. The catalyst is CN(C=O)C. The product is [NH:15]1[CH2:18][CH2:7][CH:8]([CH2:9][NH:10][C:12](=[O:42])[CH2:37][NH:33][C:28]([C:24]2[C:23]([CH3:31])=[C:22]([CH:20]=[O:21])[NH:26][C:25]=2[CH3:27])=[O:30])[CH2:14][CH2:13]1. The yield is 0.533. (3) The reactants are C1C=C[NH+]=CC=1.[Br:7][Br-]Br.[CH3:10][O:11][C:12]1[CH:13]=[C:14]2[C:19](=[CH:20][CH:21]=1)[C:18]([C:23]1[CH:24]=[N:25][C:26]([O:29][CH2:30][CH2:31][N:32]3[CH2:36][CH2:35][CH2:34][CH2:33]3)=[CH:27][CH:28]=1)(O)[CH2:17][CH2:16][CH2:15]2.C([O-])(O)=O.[Na+]. The catalyst is C(Cl)Cl. The product is [Br:7][C:17]1[CH2:16][CH2:15][C:14]2[C:19](=[CH:20][CH:21]=[C:12]([O:11][CH3:10])[CH:13]=2)[C:18]=1[C:23]1[CH:28]=[CH:27][C:26]([O:29][CH2:30][CH2:31][N:32]2[CH2:36][CH2:35][CH2:34][CH2:33]2)=[N:25][CH:24]=1. The yield is 0.700. (4) The reactants are [CH3:1][CH:2]([CH2:7][C:8]1[NH:9][C:10]2[C:15]([CH:16]=1)=[CH:14][C:13]([O:17][CH2:18][CH2:19][CH2:20][NH:21][C:22]1[CH:27]=[CH:26][CH:25]=[CH:24][N:23]=1)=[CH:12][CH:11]=2)[C:3]([O:5]C)=[O:4].[OH-].[Na+]. The catalyst is CO.O. The product is [CH3:1][CH:2]([CH2:7][C:8]1[NH:9][C:10]2[C:15]([CH:16]=1)=[CH:14][C:13]([O:17][CH2:18][CH2:19][CH2:20][NH:21][C:22]1[CH:27]=[CH:26][CH:25]=[CH:24][N:23]=1)=[CH:12][CH:11]=2)[C:3]([OH:5])=[O:4]. The yield is 0.800. (5) The reactants are [NH2:1][C:2]1[C:3]([C:9]([O:11]C)=O)=[N:4][C:5]([Br:8])=[CH:6][N:7]=1.O.[NH2:14][NH2:15]. The catalyst is CCO. The product is [NH2:1][C:2]1[C:3]([C:9]([NH:14][NH2:15])=[O:11])=[N:4][C:5]([Br:8])=[CH:6][N:7]=1. The yield is 0.940. (6) The reactants are C(OC(=O)[NH:7][C@H:8]([C:10]1[N:14]([CH3:15])[C:13]2[C:16]([C:21]3[CH:26]=[CH:25][CH:24]=[CH:23][N:22]=3)=[C:17]([F:20])[CH:18]=[CH:19][C:12]=2[N:11]=1)[CH3:9])(C)(C)C. The catalyst is C(O)(C(F)(F)F)=O.C(Cl)Cl. The product is [F:20][C:17]1[CH:18]=[CH:19][C:12]2[N:11]=[C:10]([C@@H:8]([NH2:7])[CH3:9])[N:14]([CH3:15])[C:13]=2[C:16]=1[C:21]1[CH:26]=[CH:25][CH:24]=[CH:23][N:22]=1. The yield is 0.920. (7) The reactants are [Cl:1][C:2]1[CH:7]=[CH:6][C:5]([NH:8]C(=O)C(C)(C)C)=[C:4]([CH3:15])[C:3]=1[C:16]([F:19])([F:18])[F:17].Cl. The catalyst is C(O)C. The product is [Cl:1][C:2]1[CH:7]=[CH:6][C:5]([NH2:8])=[C:4]([CH3:15])[C:3]=1[C:16]([F:17])([F:18])[F:19]. The yield is 0.760.